Task: Predict which catalyst facilitates the given reaction.. Dataset: Catalyst prediction with 721,799 reactions and 888 catalyst types from USPTO (1) Reactant: [C:1]([C:3]1[CH:4]=[CH:5][C:6]([OH:31])=[C:7]([S:9]([NH:12][CH2:13][CH2:14][C:15]2[CH:27]=[CH:26][C:25]([CH:28]([CH3:30])[CH3:29])=[CH:24][C:16]=2[O:17][CH2:18][C:19](OCC)=[O:20])(=[O:11])=[O:10])[CH:8]=1)#[N:2].O.[NH2:33][NH2:34]. Product: [C:1]([C:3]1[CH:4]=[CH:5][C:6]([OH:31])=[C:7]([S:9]([NH:12][CH2:13][CH2:14][C:15]2[CH:27]=[CH:26][C:25]([CH:28]([CH3:30])[CH3:29])=[CH:24][C:16]=2[O:17][CH2:18][C:19]([NH:33][NH2:34])=[O:20])(=[O:10])=[O:11])[CH:8]=1)#[N:2]. The catalyst class is: 8. (2) Reactant: [OH:1][C:2]1[CH:9]=[CH:8][C:5]([CH:6]=[O:7])=[CH:4][CH:3]=1.C1(P(C2C=CC=CC=2)C2C=CC=CC=2)C=CC=CC=1.[CH2:29](O)[CH2:30][CH2:31][CH2:32][CH2:33][CH2:34][CH2:35][CH2:36][CH2:37][C:38]#[CH:39].N(C(OC(C)C)=O)=NC(OC(C)C)=O. Product: [CH2:39]([O:1][C:2]1[CH:9]=[CH:8][C:5]([CH:6]=[O:7])=[CH:4][CH:3]=1)[CH2:38][CH2:37][CH2:36][CH2:35][CH2:34][CH2:33][CH2:32][CH2:31][C:30]#[CH:29]. The catalyst class is: 269. (3) Reactant: [CH3:1][C:2]1[S:11][C:10]2[NH:9][C:8]3[CH:12]=[CH:13][CH:14]=[CH:15][C:7]=3[N:6]=[C:5]([N:16]3[CH2:21][CH2:20][NH:19][C@@H:18]([CH2:22][CH2:23][C:24]4[CH:29]=[CH:28][CH:27]=[CH:26][N:25]=4)[CH2:17]3)[C:4]=2[CH:3]=1.C=O.[CH2:32](Cl)[Cl:33].C(O[BH-](OC(=O)C)OC(=O)C)(=O)C.[Na+]. Product: [ClH:33].[ClH:33].[ClH:33].[CH3:1][C:2]1[S:11][C:10]2[NH:9][C:8]3[CH:12]=[CH:13][CH:14]=[CH:15][C:7]=3[N:6]=[C:5]([N:16]3[CH2:21][CH2:20][N:19]([CH3:32])[C@@H:18]([CH2:22][CH2:23][C:24]4[CH:29]=[CH:28][CH:27]=[CH:26][N:25]=4)[CH2:17]3)[C:4]=2[CH:3]=1. The catalyst class is: 389. (4) Reactant: O[C:2]12[CH2:11][CH:6]3[CH2:7][CH:8]([CH2:10][CH:4]([C:5]3=[O:12])[CH2:3]1)[CH2:9]2.OS(C(F)(F)F)(=O)=O. Product: [C:2]1([C:2]23[CH2:11][CH:6]4[CH2:7][CH:8]([CH2:10][CH:4]([C:5]4=[O:12])[CH2:3]2)[CH2:9]3)[CH:11]=[CH:6][CH:5]=[CH:4][CH:3]=1. The catalyst class is: 48. (5) Reactant: Cl.[Br:2][C:3]1[CH:9]=[C:8]([Cl:10])[CH:7]=[CH:6][C:4]=1[NH2:5].N([O-])=O.[Na+].[N-:15]=[N+:16]=[N-].[Na+]. Product: [N:5]([C:4]1[CH:6]=[CH:7][C:8]([Cl:10])=[CH:9][C:3]=1[Br:2])=[N+:15]=[N-:16]. The catalyst class is: 6. (6) Reactant: C(=O)([O-])[O-].[Cs+].[Cs+].Br[C:8]1[CH:13]=[CH:12][CH:11]=[C:10]([O:14][CH3:15])[N:9]=1.[C:16]1([NH:22][C:23]([C:25]2[N:26]=[C:27]3[CH:32]=[CH:31][C:30](B(O)O)=[CH:29][N:28]3[CH:36]=2)=[O:24])[CH:21]=[CH:20][CH:19]=[CH:18][CH:17]=1. Product: [CH3:15][O:14][C:10]1[N:9]=[C:8]([C:30]2[CH:31]=[CH:32][C:27]3[N:28]([CH:36]=[C:25]([C:23]([NH:22][C:16]4[CH:21]=[CH:20][CH:19]=[CH:18][CH:17]=4)=[O:24])[N:26]=3)[CH:29]=2)[CH:13]=[CH:12][CH:11]=1. The catalyst class is: 117.